From a dataset of Reaction yield outcomes from USPTO patents with 853,638 reactions. Predict the reaction yield, written as a fraction of the theoretical maximum amount of product (1.0 means a 100% yield; for example, 0.34 means a 34% yield). (1) The reactants are [NH2:1][CH2:2][C:3]1[N:7]=[CH:6][N:5]([CH2:8][C@@H:9]2[C@H:12]([NH:13][C:14](=[O:30])/[C:15](=[N:22]\[O:23][C:24]([CH3:29])([CH3:28])[C:25]([OH:27])=[O:26])/[C:16]3[N:17]=[C:18]([NH2:21])[S:19][CH:20]=3)[C:11](=[O:31])[N:10]2[S:32]([OH:35])(=[O:34])=[O:33])[N:4]=1.Cl.[N:37]1([C:42](N)=[NH:43])C=CC=N1.CCN(C(C)C)C(C)C. The catalyst is CN(C=O)C. The product is [NH2:21][C:18]1[S:19][CH:20]=[C:16](/[C:15](=[N:22]/[O:23][C:24]([CH3:29])([CH3:28])[C:25]([OH:27])=[O:26])/[C:14]([NH:13][C@@H:12]2[C:11](=[O:31])[N:10]([S:32]([OH:35])(=[O:34])=[O:33])[C@@H:9]2[CH2:8][N:5]2[CH:6]=[N:7][C:3]([CH2:2][NH:1][C:42]([NH2:43])=[NH:37])=[N:4]2)=[O:30])[N:17]=1. The yield is 0.520. (2) The reactants are [NH2:1][C:2]1[CH:6]=[C:5]([C:7]2[CH:12]=[CH:11][N:10]=[CH:9][CH:8]=2)[S:4][C:3]=1[C:13]([NH2:15])=[O:14].O=[C:17]1[CH2:22][CH2:21][N:20]([C:23]([O:25][CH2:26][C:27]2[CH:32]=[CH:31][CH:30]=[CH:29][CH:28]=2)=[O:24])[CH2:19][CH2:18]1.O.C1(C)C=CC(S(O)(=O)=O)=CC=1.C1(C)C=CC=CC=1. The catalyst is C(O)(=O)C. The product is [O:14]=[C:13]1[NH:15][C:17]2([CH2:22][CH2:21][N:20]([C:23]([O:25][CH2:26][C:27]3[CH:28]=[CH:29][CH:30]=[CH:31][CH:32]=3)=[O:24])[CH2:19][CH2:18]2)[NH:1][C:2]2[CH:6]=[C:5]([C:7]3[CH:8]=[CH:9][N:10]=[CH:11][CH:12]=3)[S:4][C:3]1=2. The yield is 0.640. (3) The reactants are [C:1]([N:5]1[C:9]([OH:10])=[CH:8][C:7]([C:11]([F:14])([F:13])[F:12])=[N:6]1)([CH3:4])([CH3:3])[CH3:2].C(=O)([O-])[O-].[K+].[K+].Cl[CH:22]([F:24])[F:23].O. The yield is 0.837. The catalyst is CN(C)C=O. The product is [C:1]([N:5]1[C:9]([O:10][CH:22]([F:24])[F:23])=[CH:8][C:7]([C:11]([F:13])([F:14])[F:12])=[N:6]1)([CH3:4])([CH3:2])[CH3:3]. (4) The reactants are [CH3:1][C:2]1[N:3]=[C:4]2[CH:12]=[CH:11][CH:10]=[C:9]3[N:5]2[C:6]=1[C:7](=[O:13])[NH:8]3.[H-].[Na+].Br[CH2:17][CH2:18][CH2:19][CH2:20][CH2:21][CH2:22][N:23]1[C:27](=[O:28])[C:26]2=[CH:29][CH:30]=[CH:31][CH:32]=[C:25]2[C:24]1=[O:33].O. The catalyst is CN(C=O)C. The product is [CH3:1][C:2]1[N:3]=[C:4]2[CH:12]=[CH:11][CH:10]=[C:9]3[N:5]2[C:6]=1[C:7](=[O:13])[N:8]3[CH2:17][CH2:18][CH2:19][CH2:20][CH2:21][CH2:22][N:23]1[C:27](=[O:28])[C:26]2=[CH:29][CH:30]=[CH:31][CH:32]=[C:25]2[C:24]1=[O:33]. The yield is 0.287. (5) The reactants are C(N(C(C)C)CC)(C)C.[CH3:10][NH:11][C:12]1([C:23]([NH:25][CH3:26])=[O:24])[CH2:15][N:14]([C:16]([O:18][C:19]([CH3:22])([CH3:21])[CH3:20])=[O:17])[CH2:13]1.[Cl:27][C:28]1[C:29]([F:49])=[C:30]([NH:34][C:35]2[C:44]3[C:39](=[CH:40][C:41]([O:47][CH3:48])=[C:42]([CH2:45]Cl)[CH:43]=3)[N:38]=[CH:37][N:36]=2)[CH:31]=[CH:32][CH:33]=1. The catalyst is CN(C=O)C. The product is [Cl:27][C:28]1[C:29]([F:49])=[C:30]([NH:34][C:35]2[C:44]3[C:39](=[CH:40][C:41]([O:47][CH3:48])=[C:42]([CH2:45][N:11]([CH3:10])[C:12]4([C:23]([NH:25][CH3:26])=[O:24])[CH2:15][N:14]([C:16]([O:18][C:19]([CH3:20])([CH3:21])[CH3:22])=[O:17])[CH2:13]4)[CH:43]=3)[N:38]=[CH:37][N:36]=2)[CH:31]=[CH:32][CH:33]=1. The yield is 0.410. (6) The reactants are Cl[C:2]1[N:3]=[C:4]([NH:11][CH2:12][C:13]([F:16])([F:15])[F:14])[C:5]2[O:10][CH:9]=[CH:8][C:6]=2[N:7]=1.[CH3:17][Si:18]([CH3:34])([CH3:33])[CH2:19][CH2:20][O:21][CH2:22][N:23]1[C:31]2[C:26](=[CH:27][CH:28]=[C:29]([NH2:32])[CH:30]=2)[CH:25]=[N:24]1.CC(OC1C=CC=C(OC(C)C)C=1C1C(P(C2CCCCC2)C2CCCCC2)=CC=CC=1)C.C([O-])([O-])=O.[K+].[K+]. The catalyst is O1CCOCC1.C1C=CC(/C=C/C(/C=C/C2C=CC=CC=2)=O)=CC=1.C1C=CC(/C=C/C(/C=C/C2C=CC=CC=2)=O)=CC=1.C1C=CC(/C=C/C(/C=C/C2C=CC=CC=2)=O)=CC=1.[Pd].[Pd]. The product is [F:14][C:13]([F:16])([F:15])[CH2:12][NH:11][C:4]1[C:5]2[O:10][CH:9]=[CH:8][C:6]=2[N:7]=[C:2]([NH:32][C:29]2[CH:30]=[C:31]3[C:26]([CH:25]=[N:24][N:23]3[CH2:22][O:21][CH2:20][CH2:19][Si:18]([CH3:34])([CH3:33])[CH3:17])=[CH:27][CH:28]=2)[N:3]=1. The yield is 0.750.